The task is: Predict the reactants needed to synthesize the given product.. This data is from Full USPTO retrosynthesis dataset with 1.9M reactions from patents (1976-2016). Given the product [Cl:15][P:1]([NH:25][C@H:23]([C:22]([O:21][CH2:17][CH2:18][CH2:19][CH3:20])=[O:26])[CH3:24])([O:3][C:4]1[C:13]2[C:8](=[CH:9][CH:10]=[CH:11][CH:12]=2)[CH:7]=[CH:6][CH:5]=1)=[O:2], predict the reactants needed to synthesize it. The reactants are: [P:1]([Cl:15])(Cl)([O:3][C:4]1[C:13]2[C:8](=[CH:9][CH:10]=[CH:11][CH:12]=2)[CH:7]=[CH:6][CH:5]=1)=[O:2].[Cl-].[CH2:17]([O:21][C:22](=[O:26])[C@@H:23]([NH3+:25])[CH3:24])[CH2:18][CH2:19][CH3:20].CCN(CC)CC.